From a dataset of Full USPTO retrosynthesis dataset with 1.9M reactions from patents (1976-2016). Predict the reactants needed to synthesize the given product. Given the product [NH2:30][C:27]1[S:28][CH:29]=[C:25]([CH2:24][CH2:23][O:22][C:21]2[CH:38]=[CH:39][C:18]([NH:17][C:15]([C:10]3[CH2:11][CH2:12][CH2:13][CH2:14][C:9]=3[C:6]3[CH:5]=[CH:4][C:3]([C:2]([F:41])([F:1])[F:40])=[CH:8][CH:7]=3)=[O:16])=[CH:19][CH:20]=2)[N:26]=1, predict the reactants needed to synthesize it. The reactants are: [F:1][C:2]([F:41])([F:40])[C:3]1[CH:8]=[CH:7][C:6]([C:9]2[CH2:14][CH2:13][CH2:12][CH2:11][C:10]=2[C:15]([NH:17][C:18]2[CH:39]=[CH:38][C:21]([O:22][CH2:23][CH2:24][C:25]3[N:26]=[C:27]([NH:30]C(=O)OC(C)(C)C)[S:28][CH:29]=3)=[CH:20][CH:19]=2)=[O:16])=[CH:5][CH:4]=1.FC(F)(F)C(O)=O.